Dataset: NCI-60 drug combinations with 297,098 pairs across 59 cell lines. Task: Regression. Given two drug SMILES strings and cell line genomic features, predict the synergy score measuring deviation from expected non-interaction effect. (1) Drug 1: CC1=CC=C(C=C1)C2=CC(=NN2C3=CC=C(C=C3)S(=O)(=O)N)C(F)(F)F. Drug 2: CCC1=C2CN3C(=CC4=C(C3=O)COC(=O)C4(CC)O)C2=NC5=C1C=C(C=C5)O. Cell line: MALME-3M. Synergy scores: CSS=9.40, Synergy_ZIP=-0.790, Synergy_Bliss=3.24, Synergy_Loewe=-52.1, Synergy_HSA=-4.67. (2) Drug 1: CC1=C(C(=CC=C1)Cl)NC(=O)C2=CN=C(S2)NC3=CC(=NC(=N3)C)N4CCN(CC4)CCO. Drug 2: CCN(CC)CCCC(C)NC1=C2C=C(C=CC2=NC3=C1C=CC(=C3)Cl)OC. Cell line: SK-MEL-2. Synergy scores: CSS=25.7, Synergy_ZIP=11.5, Synergy_Bliss=17.0, Synergy_Loewe=5.94, Synergy_HSA=6.69. (3) Drug 1: C1=CN(C(=O)N=C1N)C2C(C(C(O2)CO)O)O.Cl. Drug 2: C1CN(CCN1C(=O)CCBr)C(=O)CCBr. Cell line: SF-295. Synergy scores: CSS=27.1, Synergy_ZIP=-6.40, Synergy_Bliss=-2.41, Synergy_Loewe=0.397, Synergy_HSA=0.384. (4) Drug 1: C1CCN(CC1)CCOC2=CC=C(C=C2)C(=O)C3=C(SC4=C3C=CC(=C4)O)C5=CC=C(C=C5)O. Drug 2: CC1OCC2C(O1)C(C(C(O2)OC3C4COC(=O)C4C(C5=CC6=C(C=C35)OCO6)C7=CC(=C(C(=C7)OC)O)OC)O)O. Cell line: HT29. Synergy scores: CSS=13.5, Synergy_ZIP=0.836, Synergy_Bliss=-2.44, Synergy_Loewe=-16.3, Synergy_HSA=-4.24. (5) Drug 1: C1=NC2=C(N=C(N=C2N1C3C(C(C(O3)CO)O)F)Cl)N. Drug 2: CC(C)(C#N)C1=CC(=CC(=C1)CN2C=NC=N2)C(C)(C)C#N. Cell line: UACC-257. Synergy scores: CSS=-2.64, Synergy_ZIP=1.47, Synergy_Bliss=1.54, Synergy_Loewe=-1.33, Synergy_HSA=-0.894. (6) Drug 1: C1=CN(C=N1)CC(O)(P(=O)(O)O)P(=O)(O)O. Drug 2: CN(C(=O)NC(C=O)C(C(C(CO)O)O)O)N=O. Cell line: TK-10. Synergy scores: CSS=4.31, Synergy_ZIP=2.07, Synergy_Bliss=1.06, Synergy_Loewe=3.52, Synergy_HSA=0.921.